Dataset: Catalyst prediction with 721,799 reactions and 888 catalyst types from USPTO. Task: Predict which catalyst facilitates the given reaction. (1) Reactant: [CH3:1][N:2](C=O)C.CI.CN(C)[CH2:10][C:11]1[C:19]2[C:14](=[CH:15][C:16]([N+:20]([O-:22])=[O:21])=[CH:17][CH:18]=2)[NH:13][CH:12]=1.[C-]#N.[K+]. Product: [N+:20]([C:16]1[CH:15]=[C:14]2[C:19]([C:11]([CH2:10][C:1]#[N:2])=[CH:12][NH:13]2)=[CH:18][CH:17]=1)([O-:22])=[O:21]. The catalyst class is: 90. (2) Reactant: Br[C:2]1[CH:3]=[C:4]([CH:8]2[C:17]([CH3:19])([CH3:18])[CH2:16][C:15]3[C:10](=[CH:11][CH:12]=[C:13]([C:20]([OH:22])=[O:21])[CH:14]=3)[NH:9]2)[CH:5]=[CH:6][CH:7]=1.[CH:23]([C@H:26]1[CH2:30][O:29][C:28](=[O:31])[NH:27]1)([CH3:25])[CH3:24].Cl.CN(C)CC(O)=O.C(=O)([O-])[O-].[K+].[K+]. Product: [CH:23]([C@H:26]1[CH2:30][O:29][C:28](=[O:31])[N:27]1[C:2]1[CH:3]=[C:4]([CH:8]2[C:17]([CH3:19])([CH3:18])[CH2:16][C:15]3[C:10](=[CH:11][CH:12]=[C:13]([C:20]([OH:22])=[O:21])[CH:14]=3)[NH:9]2)[CH:5]=[CH:6][CH:7]=1)([CH3:25])[CH3:24]. The catalyst class is: 156. (3) Reactant: [Br:1][C:2]1[CH:3]=[CH:4][C:5]2[C:10](=[O:11])OC(=O)[NH:7][C:6]=2[CH:13]=1.[CH3:14][N:15]([CH:23]1[CH2:28][CH2:27][NH:26][CH2:25][CH2:24]1)[C:16](=[O:22])[O:17][C:18]([CH3:21])([CH3:20])[CH3:19].O. Product: [NH2:7][C:6]1[CH:13]=[C:2]([Br:1])[CH:3]=[CH:4][C:5]=1[C:10]([N:26]1[CH2:25][CH2:24][CH:23]([N:15]([CH3:14])[C:16](=[O:22])[O:17][C:18]([CH3:19])([CH3:20])[CH3:21])[CH2:28][CH2:27]1)=[O:11]. The catalyst class is: 239. (4) Reactant: C([O-])([O-])=O.[Na+].[Na+].[CH2:7]([C:14]1[C:23]2[C:18](=[CH:19][CH:20]=[CH:21][CH:22]=2)[C:17](Cl)=[N:16][N:15]=1)[C:8]1[CH:13]=[CH:12][CH:11]=[CH:10][CH:9]=1.[CH3:25][C@H:26]1[CH2:31][NH:30][CH2:29][CH2:28][NH:27]1. Product: [CH2:7]([C:14]1[C:23]2[C:18](=[CH:19][CH:20]=[CH:21][CH:22]=2)[C:17]([N:30]2[CH2:29][CH2:28][NH:27][C@@H:26]([CH3:25])[CH2:31]2)=[N:16][N:15]=1)[C:8]1[CH:13]=[CH:12][CH:11]=[CH:10][CH:9]=1. The catalyst class is: 12. (5) Reactant: Br.[NH2:2][C:3]1[C:4]([OH:17])=[C:5]([C:9]2[O:13][C:12]([C:14]([OH:16])=[O:15])=[CH:11][CH:10]=2)[CH:6]=[CH:7][CH:8]=1.[N:18]([O-])=O.[Na+].[CH3:22][C:23]1[CH2:24][C:25](=[O:38])[N:26]([C:28]2[CH:29]=[C:30]3[C:34](=[CH:35][CH:36]=2)[CH2:33][CH2:32][CH:31]3[CH3:37])[N:27]=1.C(=O)(O)[O-].[Na+]. Product: [OH:17][C:4]1[C:3]([NH:2][N:18]=[C:24]2[C:25](=[O:38])[N:26]([C:28]3[CH:29]=[C:30]4[C:34](=[CH:35][CH:36]=3)[CH2:33][CH2:32][CH:31]4[CH3:37])[N:27]=[C:23]2[CH3:22])=[CH:8][CH:7]=[CH:6][C:5]=1[C:9]1[O:13][C:12]([C:14]([OH:16])=[O:15])=[CH:11][CH:10]=1. The catalyst class is: 502.